Dataset: Catalyst prediction with 721,799 reactions and 888 catalyst types from USPTO. Task: Predict which catalyst facilitates the given reaction. (1) Reactant: [Cl:1][C:2]1[CH:3]=[CH:4][C:5]([OH:12])=[C:6]([NH:8][C:9](=[O:11])[CH3:10])[CH:7]=1.Cl[CH2:14][C:15]([N:17]1[CH:22]2[CH2:23][N:24]([CH2:26][C:27]3[CH:32]=[CH:31][C:30]([F:33])=[CH:29][CH:28]=3)[CH2:25][CH:18]1[CH2:19][O:20][CH2:21]2)=[O:16].[OH-].[Na+]. Product: [Cl:1][C:2]1[CH:3]=[CH:4][C:5]([O:12][CH2:14][C:15]([N:17]2[CH:18]3[CH2:25][N:24]([CH2:26][C:27]4[CH:32]=[CH:31][C:30]([F:33])=[CH:29][CH:28]=4)[CH2:23][CH:22]2[CH2:21][O:20][CH2:19]3)=[O:16])=[C:6]([NH:8][C:9](=[O:11])[CH3:10])[CH:7]=1. The catalyst class is: 1. (2) Reactant: [Si:1]([O:8][CH2:9][CH2:10][CH:11]([O:15][C:16]1[CH:21]=[CH:20][CH:19]=[CH:18][CH:17]=1)[C:12]([OH:14])=O)([C:4]([CH3:7])([CH3:6])[CH3:5])([CH3:3])[CH3:2].CN(C(ON1N=NC2C=CC=NC1=2)=[N+](C)C)C.F[P-](F)(F)(F)(F)F.[F:46][C:47]1[CH:52]=[C:51]([C:53]2[CH:58]=[CH:57][N:56]=[C:55]([NH:59][C:60]3[N:61]([CH3:65])[N:62]=[CH:63][CH:64]=3)[N:54]=2)[CH:50]=[C:49]([NH:66][NH2:67])[N:48]=1.CCN(C(C)C)C(C)C. Product: [Si:1]([O:8][CH2:9][CH2:10][CH:11]([O:15][C:16]1[CH:21]=[CH:20][CH:19]=[CH:18][CH:17]=1)[C:12]([NH:67][NH:66][C:49]1[CH:50]=[C:51]([C:53]2[CH:58]=[CH:57][N:56]=[C:55]([NH:59][C:60]3[N:61]([CH3:65])[N:62]=[CH:63][CH:64]=3)[N:54]=2)[CH:52]=[C:47]([F:46])[N:48]=1)=[O:14])([C:4]([CH3:5])([CH3:6])[CH3:7])([CH3:2])[CH3:3]. The catalyst class is: 18.